From a dataset of Peptide-MHC class I binding affinity with 185,985 pairs from IEDB/IMGT. Regression. Given a peptide amino acid sequence and an MHC pseudo amino acid sequence, predict their binding affinity value. This is MHC class I binding data. (1) The peptide sequence is DSFAKQPQW. The MHC is HLA-B39:01 with pseudo-sequence HLA-B39:01. The binding affinity (normalized) is 0.0847. (2) The peptide sequence is YSDIFNNVL. The MHC is HLA-A01:01 with pseudo-sequence HLA-A01:01. The binding affinity (normalized) is 0.601. (3) The peptide sequence is DVRTLLGLIL. The MHC is HLA-A02:02 with pseudo-sequence HLA-A02:02. The binding affinity (normalized) is 0.262. (4) The peptide sequence is RPMRDIRSPI. The MHC is HLA-B07:02 with pseudo-sequence HLA-B07:02. The binding affinity (normalized) is 0.993. (5) The peptide sequence is HQRSDSSL. The MHC is H-2-Db with pseudo-sequence H-2-Db. The binding affinity (normalized) is 0. (6) The peptide sequence is YRVRNVQTL. The MHC is HLA-B40:01 with pseudo-sequence HLA-B40:01. The binding affinity (normalized) is 0.0847.